Dataset: Forward reaction prediction with 1.9M reactions from USPTO patents (1976-2016). Task: Predict the product of the given reaction. (1) Given the reactants Cl[C:2]1[C:7]([C:8]([F:11])([F:10])[F:9])=[CH:6][N:5]=[C:4]([NH:12][C:13]2[CH:27]=[CH:26][C:16]([CH2:17][NH:18][C:19](=[O:25])[O:20][C:21]([CH3:24])([CH3:23])[CH3:22])=[CH:15][CH:14]=2)[N:3]=1.C1C=CC(P(C2C=CC=CC=2)C2C=CC=CC=2)=CC=1.CCN(CC)CC.[C:54]([C:56]1[CH:61]=[CH:60][CH:59]=[CH:58][C:57]=1[CH2:62][C:63]([O:65][CH3:66])=[O:64])#[CH:55], predict the reaction product. The product is: [C:21]([O:20][C:19]([NH:18][CH2:17][C:16]1[CH:26]=[CH:27][C:13]([NH:12][C:4]2[N:3]=[C:2]([C:55]#[C:54][C:56]3[CH:61]=[CH:60][CH:59]=[CH:58][C:57]=3[CH2:62][C:63]([O:65][CH3:66])=[O:64])[C:7]([C:8]([F:11])([F:10])[F:9])=[CH:6][N:5]=2)=[CH:14][CH:15]=1)=[O:25])([CH3:24])([CH3:23])[CH3:22]. (2) Given the reactants I[C:2]1[CH:7]=[C:6]([O:8]C)[N:5]=[CH:4][C:3]=1[C:10]#[N:11].[BrH:12].[NH+]1C=CC=CC=1, predict the reaction product. The product is: [Br:12][C:2]1[C:3]([C:10]#[N:11])=[CH:4][NH:5][C:6](=[O:8])[CH:7]=1. (3) Given the reactants Br[C:2]1[CH:14]=[CH:13][C:5]2[S:6][C:7]([C:9]([O:11][CH3:12])=[O:10])=[CH:8][C:4]=2[CH:3]=1.[S:15]1[CH:19]=[CH:18][CH:17]=[C:16]1B(O)O.[Cl-].[Li+].C(=O)([O-])[O-].[Na+].[Na+], predict the reaction product. The product is: [S:15]1[CH:19]=[CH:18][CH:17]=[C:16]1[C:2]1[CH:14]=[CH:13][C:5]2[S:6][C:7]([C:9]([O:11][CH3:12])=[O:10])=[CH:8][C:4]=2[CH:3]=1. (4) The product is: [ClH:34].[ClH:34].[NH:8]1[CH2:13][CH2:12][CH:11]([NH:14][C:15]([C:17]2[CH:37]=[CH:36][C:20]3[N:21]([CH3:35])[C:22]([NH:24][C:25]4[S:26][C:27]5[CH:33]=[C:32]([Cl:34])[CH:31]=[CH:30][C:28]=5[N:29]=4)=[N:23][C:19]=3[CH:18]=2)=[O:16])[CH2:10][CH2:9]1. Given the reactants C(OC([N:8]1[CH2:13][CH2:12][CH:11]([NH:14][C:15]([C:17]2[CH:37]=[CH:36][C:20]3[N:21]([CH3:35])[C:22]([NH:24][C:25]4[S:26][C:27]5[CH:33]=[C:32]([Cl:34])[CH:31]=[CH:30][C:28]=5[N:29]=4)=[N:23][C:19]=3[CH:18]=2)=[O:16])[CH2:10][CH2:9]1)=O)(C)(C)C, predict the reaction product. (5) Given the reactants Br[C:2]1[CH:3]=[CH:4][C:5]2[NH:6][C:7]3[C:12]([C:13]=2[CH:14]=1)=[CH:11][CH:10]=[CH:9][CH:8]=3.[CH:15]1[C:23]2[C:22]3[CH:24]=[CH:25][CH:26]=[CH:27][C:21]=3[O:20][C:19]=2[C:18](B(O)O)=[CH:17][CH:16]=1.C1(C)C=CC=CC=1P(C1C=CC=CC=1C)C1C=CC=CC=1C.C(=O)([O-])[O-].[K+].[K+], predict the reaction product. The product is: [CH:4]1[C:5]2[NH:6][C:7]3[C:12](=[CH:11][CH:10]=[CH:9][CH:8]=3)[C:13]=2[CH:14]=[C:2]([C:27]2[C:21]3[O:20][C:19]4[CH:18]=[CH:17][CH:16]=[CH:15][C:23]=4[C:22]=3[CH:24]=[CH:25][CH:26]=2)[CH:3]=1. (6) Given the reactants [Br:1][C:2]1[CH:3]=[CH:4][C:5]2[O:14][CH2:13][CH2:12][N:11]3[C:7](=[N:8][C:9]([C:15](Cl)=[O:16])=[CH:10]3)[C:6]=2[CH:18]=1.[NH3:19], predict the reaction product. The product is: [Br:1][C:2]1[CH:3]=[CH:4][C:5]2[O:14][CH2:13][CH2:12][N:11]3[C:7](=[N:8][C:9]([C:15]([NH2:19])=[O:16])=[CH:10]3)[C:6]=2[CH:18]=1. (7) Given the reactants [Cl:1][C:2]1[CH:7]=[C:6](B2OC(C)(C)C(C)(C)O2)[CH:5]=[C:4]([O:17][CH3:18])[C:3]=1[C:19]1[C:20](=[O:26])[CH2:21][CH2:22][C:23]=1[O:24][CH3:25].Br[C:28]1[CH:33]=[CH:32][C:31]([Cl:34])=[CH:30][CH:29]=1.P([O-])([O-])([O-])=O.[K+].[K+].[K+], predict the reaction product. The product is: [Cl:1][C:2]1[CH:7]=[C:6]([C:28]2[CH:33]=[CH:32][C:31]([Cl:34])=[CH:30][CH:29]=2)[CH:5]=[C:4]([O:17][CH3:18])[C:3]=1[C:19]1[C:20](=[O:26])[CH2:21][CH2:22][C:23]=1[O:24][CH3:25].